Dataset: Experimentally validated miRNA-target interactions with 360,000+ pairs, plus equal number of negative samples. Task: Binary Classification. Given a miRNA mature sequence and a target amino acid sequence, predict their likelihood of interaction. (1) The miRNA is hsa-miR-6776-3p with sequence CAACCACCACUGUCUCUCCCCAG. Result: 0 (no interaction). The protein sequence of the target gene is MEEYAREPCPWRIVDDCGGAFTMGVIGGGVFQAIKGFRNAPVGIRHRLRGSANAVRIRAPQIGGSFAVWGGLFSTIDCGLVRLRGKEDPWNSITSGALTGAVLAARSGPLAMVGSAMMGGILLALIEGVGILLTRYTAQQFRNAPPFLEDPSQLPPKDGTPAPGYPSYQQYH. (2) The miRNA is hsa-miR-5089-5p with sequence GUGGGAUUUCUGAGUAGCAUC. The protein sequence of the target gene is MGSVLGLCSMASWIPCLCGSAPCLLCRCCPSGNNSTVTRLIYALFLLVGVCVACVMLIPGMEEQLNKIPGFCENEKGVVPCNILVGYKAVYRLCFGLAMFYLLLSLLMIKVKSSSDPRAAVHNGFWFFKFAAAIAIIIGAFFIPEGTFTTVWFYVGMAGAFCFILIQLVLLIDFAHSWNESWVEKMEEGNSRCWYAALLSATALNYLLSLVAIVLFFVYYTHPASCSENKAFISVNMLLCVGASVMSILPKIQESQPRSGLLQSSVITVYTMYLTWSAMTNEPETNCNPSLLSIIGYNTT.... Result: 1 (interaction). (3) The miRNA is mmu-miR-101b-3p with sequence GUACAGUACUGUGAUAGCU. The protein sequence of the target gene is MSAVSQPQAAHAPLEKPASTAILCNTCGNVCKGEVLRVQNKYFHIRCFVCKACGCDLAEGGFFVRQGEHICTRDYQRLYGTRCFSCDRFIEGEVVSALGKTYHPDCFVCAVCRLPFPPGDRVTFNGKECMCQKCSPPTLLGNSAHVAQGLRSCGGCGLEIKNGQALVALDKHWHLGCFKCKTCGKLLNAEYISKDGLPYCEADYHSKFGIRCDGCEKYITGRVLEAGEKHYHPSCALCVRCGQMFSEGEEMYLQGSSIWHPACRQAARTEDKSKETRTSSESIVSVPASSTSGSPSRVIY.... Result: 0 (no interaction).